From a dataset of Reaction yield outcomes from USPTO patents with 853,638 reactions. Predict the reaction yield, written as a fraction of the theoretical maximum amount of product (1.0 means a 100% yield; for example, 0.34 means a 34% yield). (1) The reactants are Cl[C:2]1[N:3]([CH2:24][CH:25]2[CH2:29][CH2:28][O:27][CH2:26]2)[C:4]2[C:9]([N:10]=1)=[C:8]([N:11]1[CH2:16][CH2:15][O:14][CH2:13][CH2:12]1)[N:7]=[C:6]([C:17]1[CH:18]=[N:19][C:20]([NH2:23])=[N:21][CH:22]=1)[N:5]=2.[CH3:30][C@H:31]1[CH2:36][NH:35][CH2:34][C@@H:33]([CH3:37])[NH:32]1. The catalyst is CS(C)=O. The product is [CH3:30][C@H:31]1[NH:32][C@@H:33]([CH3:37])[CH2:34][N:35]([C:2]2[N:3]([CH2:24][CH:25]3[CH2:29][CH2:28][O:27][CH2:26]3)[C:4]3[C:9]([N:10]=2)=[C:8]([N:11]2[CH2:12][CH2:13][O:14][CH2:15][CH2:16]2)[N:7]=[C:6]([C:17]2[CH:22]=[N:21][C:20]([NH2:23])=[N:19][CH:18]=2)[N:5]=3)[CH2:36]1. The yield is 0.570. (2) The catalyst is COCCOCCOC. The product is [CH3:14][C:13]([N+:10]([O-:12])=[O:11])([CH3:15])[CH2:6][C:5]1[CH:8]=[CH:9][C:2]([OH:1])=[CH:3][CH:4]=1. The reactants are [OH:1][C:2]1[CH:9]=[CH:8][C:5]([CH2:6]O)=[CH:4][CH:3]=1.[N+:10]([CH:13]([CH3:15])[CH3:14])([O-:12])=[O:11].CC(C)([O-])C.[K+]. The yield is 0.710. (3) The product is [O:14]=[C:13]1[NH:1][C:2]2[CH:11]=[CH:10][C:5]([C:6]([O:8][CH3:9])=[O:7])=[CH:4][C:3]=2[O:12]1. The reactants are [NH2:1][C:2]1[CH:11]=[CH:10][C:5]([C:6]([O:8][CH3:9])=[O:7])=[CH:4][C:3]=1[OH:12].[C:13](C1NC=CN=1)(C1NC=CN=1)=[O:14]. The yield is 0.560. The catalyst is C1COCC1. (4) The reactants are [CH3:1][N:2]([CH3:21])[C:3]([C:6]1[CH:11]=[CH:10][C:9](B2OC(C)(C)C(C)(C)O2)=[CH:8][CH:7]=1)([CH3:5])[CH3:4].Br.[NH2:23][C:24]1[C:29]([C:30]2[CH:31]=[C:32]3[C:37](=[CH:38][CH:39]=2)[C:36](=[O:40])[NH:35][CH2:34][CH2:33]3)=[CH:28][C:27](Br)=[CH:26][N:25]=1. No catalyst specified. The product is [NH2:23][C:24]1[C:29]([C:30]2[CH:31]=[C:32]3[C:37](=[CH:38][CH:39]=2)[C:36](=[O:40])[NH:35][CH2:34][CH2:33]3)=[CH:28][C:27]([C:9]2[CH:8]=[CH:7][C:6]([C:3]([N:2]([CH3:1])[CH3:21])([CH3:4])[CH3:5])=[CH:11][CH:10]=2)=[CH:26][N:25]=1. The yield is 0.110.